This data is from NCI-60 drug combinations with 297,098 pairs across 59 cell lines. The task is: Regression. Given two drug SMILES strings and cell line genomic features, predict the synergy score measuring deviation from expected non-interaction effect. Drug 1: CC1=C(C=C(C=C1)NC2=NC=CC(=N2)N(C)C3=CC4=NN(C(=C4C=C3)C)C)S(=O)(=O)N.Cl. Drug 2: COC1=C(C=C2C(=C1)N=CN=C2NC3=CC(=C(C=C3)F)Cl)OCCCN4CCOCC4. Cell line: KM12. Synergy scores: CSS=18.6, Synergy_ZIP=-3.01, Synergy_Bliss=-3.79, Synergy_Loewe=-7.49, Synergy_HSA=-1.51.